Dataset: Forward reaction prediction with 1.9M reactions from USPTO patents (1976-2016). Task: Predict the product of the given reaction. (1) Given the reactants Br[C:2]1[CH:3]=[C:4]([C:9]2[N:14]=[C:13](C3C=CC=CC=3)[N:12]=[C:11]([C:21]3[CH:26]=[CH:25][CH:24]=[CH:23][CH:22]=3)[N:10]=2)[CH:5]=[C:6](Cl)[CH:7]=1.C1(C2C=CC=CC=2)C=CC(B(O)O)=CC=1.[OH-].[Na+], predict the reaction product. The product is: [C:4]1([C:9]2[N:10]=[C:11]([C:21]3[CH:22]=[CH:23][CH:24]=[CH:25][CH:26]=3)[N:12]=[CH:13][N:14]=2)[CH:5]=[CH:6][CH:7]=[CH:2][CH:3]=1. (2) Given the reactants [CH:1]1([NH:4][C:5]2[N:10]=[C:9]([C:11]3[CH:19]=[CH:18][C:14]4[CH2:15][CH2:16][O:17][C:13]=4[CH:12]=3)[C:8]([C:20]#[N:21])=[C:7](O)[N:6]=2)[CH2:3][CH2:2]1.O=P(Cl)(Cl)[Cl:25], predict the reaction product. The product is: [Cl:25][C:7]1[C:8]([C:20]#[N:21])=[C:9]([C:11]2[CH:19]=[CH:18][C:14]3[CH2:15][CH2:16][O:17][C:13]=3[CH:12]=2)[N:10]=[C:5]([NH:4][CH:1]2[CH2:3][CH2:2]2)[N:6]=1.